Dataset: Catalyst prediction with 721,799 reactions and 888 catalyst types from USPTO. Task: Predict which catalyst facilitates the given reaction. (1) Reactant: O.O.[Sn](Cl)Cl.[CH:6]1([C:12]2[C:13]3[CH:14]=[CH:15][C:16]4[C:17](=[O:60])[NH:18][CH2:19][CH2:20][CH:21]=[CH:22][CH2:23][CH2:24][NH:25][C:26](=[O:59])[CH2:27][N:28]([C:57]=3[CH:58]=4)[C:29]=2[C:30]2[CH:35]=[CH:34][C:33]([O:36][CH2:37][C:38]3[CH:43]=[C:42]([N+:44]([O-])=O)[CH:41]=[CH:40][C:39]=3[N:47]3[CH2:52][CH2:51][N:50]([S:53]([CH3:56])(=[O:55])=[O:54])[CH2:49][CH2:48]3)=[CH:32][CH:31]=2)[CH2:11][CH2:10][CH2:9][CH2:8][CH2:7]1. Product: [CH:6]1([C:12]2[C:13]3[CH:14]=[CH:15][C:16]4[C:17](=[O:60])[NH:18][CH2:19][CH2:20][CH:21]=[CH:22][CH2:23][CH2:24][NH:25][C:26](=[O:59])[CH2:27][N:28]([C:57]=3[CH:58]=4)[C:29]=2[C:30]2[CH:35]=[CH:34][C:33]([O:36][CH2:37][C:38]3[CH:43]=[C:42]([NH2:44])[CH:41]=[CH:40][C:39]=3[N:47]3[CH2:48][CH2:49][N:50]([S:53]([CH3:56])(=[O:54])=[O:55])[CH2:51][CH2:52]3)=[CH:32][CH:31]=2)[CH2:7][CH2:8][CH2:9][CH2:10][CH2:11]1. The catalyst class is: 219. (2) Reactant: [Cl:1][C:2]([F:10])([F:9])[C:3]([Cl:8])([F:7])[CH2:4][CH2:5]I.[F:11][C:12]([F:24])([F:23])[CH2:13][CH2:14][S:15]([CH2:18][C:19]([O:21][CH3:22])=[O:20])(=[O:17])=[O:16].[H-].[Na+].Cl. Product: [Cl:8][C:3]([F:7])([C:2]([Cl:1])([F:10])[F:9])[CH2:4][CH2:5][CH:18]([S:15]([CH2:14][CH2:13][C:12]([F:23])([F:24])[F:11])(=[O:17])=[O:16])[C:19]([O:21][CH3:22])=[O:20]. The catalyst class is: 16. (3) Reactant: [CH3:1][O:2][C:3](=[O:12])[C:4]1[CH:9]=[CH:8][C:7]([OH:10])=[C:6]([Cl:11])[CH:5]=1.[F:13][C:14]([F:27])([F:26])[S:15](O[S:15]([C:14]([F:27])([F:26])[F:13])(=[O:17])=[O:16])(=[O:17])=[O:16].C(=O)(O)[O-].[Na+]. Product: [CH3:1][O:2][C:3](=[O:12])[C:4]1[CH:9]=[CH:8][C:7]([O:10][S:15]([C:14]([F:27])([F:26])[F:13])(=[O:17])=[O:16])=[C:6]([Cl:11])[CH:5]=1. The catalyst class is: 4.